Predict the product of the given reaction. From a dataset of Forward reaction prediction with 1.9M reactions from USPTO patents (1976-2016). The product is: [CH2:13]([O:14][C:2]1[CH:9]=[CH:8][CH:7]=[C:6]([O:10][CH3:11])[C:3]=1[CH:4]=[O:5])[CH3:12]. Given the reactants F[C:2]1[CH:9]=[CH:8][CH:7]=[C:6]([O:10][CH3:11])[C:3]=1[CH:4]=[O:5].[CH3:12][CH2:13][OH:14], predict the reaction product.